From a dataset of Full USPTO retrosynthesis dataset with 1.9M reactions from patents (1976-2016). Predict the reactants needed to synthesize the given product. (1) The reactants are: [C:1]([OH:4])(=[O:3])[CH3:2].[OH:5][C@H:6]([C:33]1[CH:38]=[CH:37][C:36]([OH:39])=[C:35]([CH2:40][OH:41])[CH:34]=1)[CH2:7][NH:8][CH2:9][CH2:10][CH2:11][CH2:12][CH2:13][CH2:14][O:15][CH2:16][CH2:17][CH2:18][CH2:19][C:20]1[CH:21]=[C:22]([N:26]2[C:30](=[O:31])[CH2:29][NH:28][C:27]2=[O:32])[CH:23]=[CH:24][CH:25]=1.[CH:42]1([NH2:47])[CH2:46][CH2:45][CH2:44][CH2:43]1. Given the product [C:1]([OH:4])(=[O:3])[CH3:2].[CH:42]1([NH:47][C:30](=[O:31])[CH2:29][NH:28][C:27]([NH:26][C:22]2[CH:23]=[CH:24][CH:25]=[C:20]([CH2:19][CH2:18][CH2:17][CH2:16][O:15][CH2:14][CH2:13][CH2:12][CH2:11][CH2:10][CH2:9][NH:8][CH2:7][C@H:6]([OH:5])[C:33]3[CH:38]=[CH:37][C:36]([OH:39])=[C:35]([CH2:40][OH:41])[CH:34]=3)[CH:21]=2)=[O:32])[CH2:46][CH2:45][CH2:44][CH2:43]1, predict the reactants needed to synthesize it. (2) Given the product [C:1]([O:5][C:6]([N:8]1[CH2:13][CH2:12][CH:11]([CH:14]([C:28]#[N:29])[C:15]2[CH:20]=[CH:19][C:18]([C:21]([F:24])([F:23])[F:22])=[CH:17][CH:16]=2)[CH2:10][CH2:9]1)=[O:7])([CH3:4])([CH3:3])[CH3:2], predict the reactants needed to synthesize it. The reactants are: [C:1]([O:5][C:6]([N:8]1[CH2:13][CH2:12][CH:11]([CH:14](O)[C:15]2[CH:20]=[CH:19][C:18]([C:21]([F:24])([F:23])[F:22])=[CH:17][CH:16]=2)[CH2:10][CH2:9]1)=[O:7])([CH3:4])([CH3:3])[CH3:2].CC(C)(O)[C:28]#[N:29].C1C=CC(P(C2C=CC=CC=2)C2C=CC=CC=2)=CC=1.CC(OC(/N=N/C(OC(C)C)=O)=O)C. (3) Given the product [C:17]([O:16][CH2:15][CH2:14][CH2:13][N:8]1[C:7](=[O:23])[C:6]2[NH:24][CH:3]=[CH:4][C:5]=2[N:10]([CH3:11])[C:9]1=[O:12])(=[O:18])[CH3:22], predict the reactants needed to synthesize it. The reactants are: CN(C)[CH:3]=[CH:4][C:5]1[N:10]([CH3:11])[C:9](=[O:12])[N:8]([CH2:13][CH2:14][CH2:15][O:16][CH:17]2[CH2:22]CCC[O:18]2)[C:7](=[O:23])[C:6]=1[N+:24]([O-])=O. (4) The reactants are: [Cl:1][C:2]1[CH:11]=[C:10]([Cl:12])[C:9]([C:13]2[CH:18]=[CH:17][C:16]([F:19])=[CH:15][N:14]=2)=[CH:8][C:3]=1[C:4]([O:6]C)=[O:5].[OH-].[Na+]. Given the product [ClH:1].[Cl:1][C:2]1[CH:11]=[C:10]([Cl:12])[C:9]([C:13]2[CH:18]=[CH:17][C:16]([F:19])=[CH:15][N:14]=2)=[CH:8][C:3]=1[C:4]([OH:6])=[O:5], predict the reactants needed to synthesize it. (5) Given the product [C:6]([C:8]1[C:13]([N:14]2[CH2:19][CH2:18][N:17]([C:20](=[O:26])[CH2:21][C:22]([OH:24])=[O:23])[C@H:16]([CH:27]([CH3:29])[CH3:28])[CH2:15]2)=[N:12][C:11]([CH:30]2[CH2:32][CH2:31]2)=[C:10]2[CH2:33][O:34][C:35]([CH3:38])([CH3:37])[CH2:36][C:9]=12)#[N:7], predict the reactants needed to synthesize it. The reactants are: [Li+].[OH-].CO.O.[C:6]([C:8]1[C:13]([N:14]2[CH2:19][CH2:18][N:17]([C:20](=[O:26])[CH2:21][C:22]([O:24]C)=[O:23])[C@H:16]([CH:27]([CH3:29])[CH3:28])[CH2:15]2)=[N:12][C:11]([CH:30]2[CH2:32][CH2:31]2)=[C:10]2[CH2:33][O:34][C:35]([CH3:38])([CH3:37])[CH2:36][C:9]=12)#[N:7].